From a dataset of Forward reaction prediction with 1.9M reactions from USPTO patents (1976-2016). Predict the product of the given reaction. (1) The product is: [CH3:1][C:2]([CH3:13])([CH2:6][C:7]1[CH:12]=[CH:11][CH:10]=[CH:9][CH:8]=1)[C:3]([N:15]([CH3:14])[C@H:16]1[CH2:35][N:20]2[C:21]3[C:26]([C:27]([CH2:28][C:29]([OH:31])=[O:30])=[C:19]2[CH2:18][CH2:17]1)=[CH:25][CH:24]=[CH:23][CH:22]=3)=[O:4]. Given the reactants [CH3:1][C:2]([CH3:13])([CH2:6][C:7]1[CH:12]=[CH:11][CH:10]=[CH:9][CH:8]=1)[C:3](Cl)=[O:4].[CH3:14][NH:15][C@H:16]1[CH2:35][N:20]2[C:21]3[C:26]([C:27]([CH2:28][C:29]([O:31]CCC)=[O:30])=[C:19]2[CH2:18][CH2:17]1)=[CH:25][CH:24]=[CH:23][CH:22]=3, predict the reaction product. (2) Given the reactants Cl.Cl.[NH:3]1[CH2:7][CH2:6][C@H:5]([NH:8][C:9]([C:11]2[CH:31]=[CH:30][C:14]3[N:15]([CH3:29])[C:16]([NH:18][C:19]4[S:20][C:21]5[CH:27]=[C:26]([Cl:28])[CH:25]=[CH:24][C:22]=5[N:23]=4)=[N:17][C:13]=3[CH:12]=2)=[O:10])[CH2:4]1.Br[CH2:33][CH2:34][OH:35].C([O-])([O-])=O.[Cs+].[Cs+], predict the reaction product. The product is: [OH:35][CH2:34][CH2:33][N:3]1[CH2:7][CH2:6][C@H:5]([NH:8][C:9]([C:11]2[CH:31]=[CH:30][C:14]3[N:15]([CH3:29])[C:16]([NH:18][C:19]4[S:20][C:21]5[CH:27]=[C:26]([Cl:28])[CH:25]=[CH:24][C:22]=5[N:23]=4)=[N:17][C:13]=3[CH:12]=2)=[O:10])[CH2:4]1. (3) The product is: [ClH:37].[ClH:37].[O:1]1[C:5]2[CH:6]=[CH:7][CH:8]=[CH:9][C:4]=2[C:3]([NH:10][C:11]([N:13]2[CH2:14][CH2:15][N:16]([C:19]3[S:23][N:22]=[C:21]([N:24]4[CH2:25][CH2:26][NH:27][CH2:28][CH2:29]4)[N:20]=3)[CH2:17][CH2:18]2)=[O:12])=[N:2]1. Given the reactants [O:1]1[C:5]2[CH:6]=[CH:7][CH:8]=[CH:9][C:4]=2[C:3]([NH:10][C:11]([N:13]2[CH2:18][CH2:17][N:16]([C:19]3[S:23][N:22]=[C:21]([N:24]4[CH2:29][CH2:28][N:27](C(OC(C)(C)C)=O)[CH2:26][CH2:25]4)[N:20]=3)[CH2:15][CH2:14]2)=[O:12])=[N:2]1.[ClH:37], predict the reaction product. (4) Given the reactants [CH2:1]([O:8][C:9]1[CH:14]=[CH:13][C:12]([C:15]2[NH:16][CH:17]=[C:18]([C:20](OC)=[O:21])[N:19]=2)=[C:11]([F:24])[CH:10]=1)[C:2]1[CH:7]=[CH:6][CH:5]=[CH:4][CH:3]=1.[H-].[Al+3].[Li+].[H-].[H-].[H-].[Cl-].[NH4+].C(OCC)(=O)C, predict the reaction product. The product is: [CH2:1]([O:8][C:9]1[CH:14]=[CH:13][C:12]([C:15]2[NH:16][CH:17]=[C:18]([CH2:20][OH:21])[N:19]=2)=[C:11]([F:24])[CH:10]=1)[C:2]1[CH:3]=[CH:4][CH:5]=[CH:6][CH:7]=1. (5) Given the reactants [N+:1]([C:4]1[CH:5]=[C:6]([CH2:10][C:11]#[N:12])[CH:7]=[CH:8][CH:9]=1)([O-:3])=[O:2].Cl, predict the reaction product. The product is: [N+:1]([C:4]1[CH:5]=[C:6]([CH2:10][CH2:11][NH2:12])[CH:7]=[CH:8][CH:9]=1)([O-:3])=[O:2]. (6) Given the reactants [NH:1]1[CH2:6][CH2:5][C:4]2([O:11][C:10]3[C:12]4[C:17]([C:18](=[O:21])[C:19](=[O:20])[C:9]=3[S:8][CH2:7]2)=[CH:16][CH:15]=[CH:14][CH:13]=4)[CH2:3][CH2:2]1.Br[CH2:23][C:24]1[CH:29]=[CH:28][CH:27]=[C:26]([O:30][CH3:31])[CH:25]=1, predict the reaction product. The product is: [CH3:31][O:30][C:26]1[CH:25]=[C:24]([CH:29]=[CH:28][CH:27]=1)[CH2:23][N:1]1[CH2:2][CH2:3][C:4]2([O:11][C:10]3[C:12]4[C:17]([C:18](=[O:21])[C:19](=[O:20])[C:9]=3[S:8][CH2:7]2)=[CH:16][CH:15]=[CH:14][CH:13]=4)[CH2:5][CH2:6]1. (7) Given the reactants Cl[C:2]1[N:6]([CH2:7][O:8][CH2:9][CH2:10][O:11][CH3:12])[C:5]2[CH:13]=[C:14]([Cl:19])[C:15]([Cl:18])=[C:16]([Cl:17])[C:4]=2[N:3]=1.C([O-])([O-])=O.[Cs+].[Cs+].[CH2:26]([O:28][C:29]([C:31]1[CH:32]=[N:33][NH:34][CH:35]=1)=[O:30])[CH3:27].CN(C=O)C, predict the reaction product. The product is: [CH2:26]([O:28][C:29]([C:31]1[CH:32]=[N:33][N:34]([C:2]2[N:6]([CH2:7][O:8][CH2:9][CH2:10][O:11][CH3:12])[C:5]3[CH:13]=[C:14]([Cl:19])[C:15]([Cl:18])=[C:16]([Cl:17])[C:4]=3[N:3]=2)[CH:35]=1)=[O:30])[CH3:27]. (8) The product is: [CH3:27][O:26][C:25]1[CH:24]=[C:23]2[C:18](=[CH:17][C:16]=1[O:15][CH3:14])[CH:19]=[C:20]([C:5](=[O:12])[CH2:6][CH2:7][CH2:8][CH2:9][CH2:10][CH3:11])[CH:21]=[CH:22]2. Given the reactants [Cl-].[Al+3].[Cl-].[Cl-].[C:5](Cl)(=[O:12])[CH2:6][CH2:7][CH2:8][CH2:9][CH2:10][CH3:11].[CH3:14][O:15][C:16]1[C:25]([O:26][CH3:27])=[CH:24][C:23]2[C:18](=[CH:19][CH:20]=[CH:21][CH:22]=2)[CH:17]=1, predict the reaction product.